Dataset: Forward reaction prediction with 1.9M reactions from USPTO patents (1976-2016). Task: Predict the product of the given reaction. (1) Given the reactants C(O)(C(F)(F)F)=O.[Cl:8][C:9]1[CH:14]=[C:13]([O:15][C:16]([F:19])([F:18])[F:17])[CH:12]=[C:11]([Cl:20])[C:10]=1[NH:21][C:22]([NH:24][C:25]1[C:26]([C:35]([NH:37][C@H:38]([C:47]([O:49]C(C)(C)C)=[O:48])[CH2:39][C:40]([O:42]C(C)(C)C)=[O:41])=[O:36])=[CH:27][C:28]2[C:33]([CH:34]=1)=[CH:32][CH:31]=[CH:30][CH:29]=2)=[O:23], predict the reaction product. The product is: [Cl:8][C:9]1[CH:14]=[C:13]([O:15][C:16]([F:17])([F:18])[F:19])[CH:12]=[C:11]([Cl:20])[C:10]=1[NH:21][C:22]([NH:24][C:25]1[C:26]([C:35]([NH:37][C@H:38]([C:47]([OH:49])=[O:48])[CH2:39][C:40]([OH:42])=[O:41])=[O:36])=[CH:27][C:28]2[C:33]([CH:34]=1)=[CH:32][CH:31]=[CH:30][CH:29]=2)=[O:23]. (2) Given the reactants I[C:2]1[CH:3]=[C:4]([OH:8])[CH:5]=[CH:6][CH:7]=1.[F:9][C:10]([F:21])([F:20])[C:11]1[CH:16]=[CH:15][C:14](B(O)O)=[CH:13][CH:12]=1.C([O-])([O-])=O.[K+].[K+], predict the reaction product. The product is: [F:9][C:10]([F:21])([F:20])[C:11]1[CH:16]=[CH:15][C:14]([C:2]2[CH:3]=[C:4]([OH:8])[CH:5]=[CH:6][CH:7]=2)=[CH:13][CH:12]=1. (3) Given the reactants [NH2:1][C@@H:2]([CH2:11][CH3:12])[C@H:3]([OH:10])[C:4]([NH:6][CH:7]1[CH2:9][CH2:8]1)=[O:5].N[C@@H:14](CCC)C(O)=O.C(N)(C)C, predict the reaction product. The product is: [NH2:1][C@@H:2]([CH2:11][CH2:12][CH3:14])[C@H:3]([OH:10])[C:4]([NH:6][CH:7]([CH3:8])[CH3:9])=[O:5]. (4) The product is: [CH2:1]([N:8]1[C@@H:13]2[C@H:14]([C:16]([NH2:44])=[O:17])[CH2:15][C@@:9]1([C:36]1[CH:41]=[CH:40][CH:39]=[CH:38][CH:37]=1)[C@H:10]([O:19][C@H:20]([C:22]1[CH:27]=[C:26]([C:28]([F:31])([F:29])[F:30])[CH:25]=[C:24]([C:32]([F:35])([F:34])[F:33])[CH:23]=1)[CH3:21])[CH2:11][CH2:12]2)[C:2]1[CH:3]=[CH:4][CH:5]=[CH:6][CH:7]=1. Given the reactants [CH2:1]([N:8]1[C@@H:13]2[C@H:14]([C:16](O)=[O:17])[CH2:15][C@@:9]1([C:36]1[CH:41]=[CH:40][CH:39]=[CH:38][CH:37]=1)[C@H:10]([O:19][C@H:20]([C:22]1[CH:27]=[C:26]([C:28]([F:31])([F:30])[F:29])[CH:25]=[C:24]([C:32]([F:35])([F:34])[F:33])[CH:23]=1)[CH3:21])[CH2:11][CH2:12]2)[C:2]1[CH:7]=[CH:6][CH:5]=[CH:4][CH:3]=1.C([N:44](CC)CC)C.Cl.CN(C)CCCN=C=NCC.N.O1CCOCC1, predict the reaction product.